Dataset: Retrosynthesis with 50K atom-mapped reactions and 10 reaction types from USPTO. Task: Predict the reactants needed to synthesize the given product. (1) Given the product CCCc1nc2c(N)nc3cc(OCCCCCCNC(C)=O)ccc3c2n1CCCCNS(C)(=O)=O, predict the reactants needed to synthesize it. The reactants are: CC(=O)Cl.CCCc1nc2c(N)nc3cc(OCCCCCCN)ccc3c2n1CCCCNS(C)(=O)=O. (2) Given the product NCC1CCN(C(c2ccccc2)(c2ccccc2)c2ccccc2)CC1, predict the reactants needed to synthesize it. The reactants are: [N-]=[N+]=NCC1CCN(C(c2ccccc2)(c2ccccc2)c2ccccc2)CC1. (3) Given the product Cn1ccc2ccc(-c3ccc(C(F)(F)F)cc3)cc21, predict the reactants needed to synthesize it. The reactants are: Cn1ccc2ccc(Br)cc21.OB(O)c1ccc(C(F)(F)F)cc1. (4) Given the product OC(C#CCN1CCC(O)(c2ccc(Cl)cc2)CC1)c1ccc(F)cc1, predict the reactants needed to synthesize it. The reactants are: C#CC(O)c1ccc(F)cc1.C=O.OC1(c2ccc(Cl)cc2)CCNCC1. (5) Given the product CCOC(=O)C1=C(c2ccc(Cl)c(Cl)c2)CNCC1, predict the reactants needed to synthesize it. The reactants are: CCOC(=O)C1=C(c2ccc(Cl)c(Cl)c2)CN(Cc2ccccc2)CC1. (6) Given the product CN(CC=O)C(=O)Nc1nnc(S(C)(=O)=O)s1, predict the reactants needed to synthesize it. The reactants are: CNCC=O.CS(=O)(=O)c1nnc(N=C=O)s1.